Dataset: Catalyst prediction with 721,799 reactions and 888 catalyst types from USPTO. Task: Predict which catalyst facilitates the given reaction. (1) Reactant: [O:1]1[CH2:6][CH2:5][N:4]([C:7]2[S:15][C:14]3[C:13]([N:16]4[CH2:21][CH2:20][N:19](C(OC(C)(C)C)=O)[CH2:18][CH2:17]4)=[N:12][CH:11]=[N:10][C:9]=3[CH:8]=2)[CH2:3][CH2:2]1.[ClH:29]. Product: [N:16]1([C:13]2[C:14]3[S:15][C:7]([N:4]4[CH2:3][CH2:2][O:1][CH2:6][CH2:5]4)=[CH:8][C:9]=3[N:10]=[CH:11][N:12]=2)[CH2:21][CH2:20][NH:19][CH2:18][CH2:17]1.[ClH:29]. The catalyst class is: 880. (2) Reactant: [CH3:1][O:2][C:3]1[N:8]=[C:7]([NH:9][CH:10]2[CH2:15][CH2:14][NH:13][CH2:12][CH2:11]2)[N:6]=[C:5]([NH:16][CH2:17][CH2:18][OH:19])[N:4]=1.[CH2:20]([O:22][C:23]1[CH:24]=[C:25]([CH:28]=[C:29]([O:32][CH2:33][CH3:34])[C:30]=1[F:31])[CH:26]=O)[CH3:21].C(N(C(C)C)C(C)C)C.C(O)(=O)C.C([BH3-])#N.[Na+].C(=O)([O-])[O-].[Na+].[Na+]. Product: [CH2:20]([O:22][C:23]1[CH:24]=[C:25]([CH:28]=[C:29]([O:32][CH2:33][CH3:34])[C:30]=1[F:31])[CH2:26][N:13]1[CH2:12][CH2:11][CH:10]([NH:9][C:7]2[N:8]=[C:3]([O:2][CH3:1])[N:4]=[C:5]([NH:16][CH2:17][CH2:18][OH:19])[N:6]=2)[CH2:15][CH2:14]1)[CH3:21]. The catalyst class is: 40. (3) Product: [CH2:1]([O:8][C:9]1[C:14]([I:29])=[CH:13][N:12]=[C:11]([N:15]2[CH2:16][CH2:17][N:18]([CH3:21])[CH2:19][CH2:20]2)[N:10]=1)[C:2]1[CH:7]=[CH:6][CH:5]=[CH:4][CH:3]=1. The catalyst class is: 10. Reactant: [CH2:1]([O:8][C:9]1[CH:14]=[CH:13][N:12]=[C:11]([N:15]2[CH2:20][CH2:19][N:18]([CH3:21])[CH2:17][CH2:16]2)[N:10]=1)[C:2]1[CH:7]=[CH:6][CH:5]=[CH:4][CH:3]=1.C(O)(C(F)(F)F)=O.[I:29]N1C(=O)CCC1=O.C([O-])([O-])=O.[Na+].[Na+]. (4) Reactant: [OH-].[Li+].O.[Br:4][C:5]1[C:6]([CH3:23])=[CH:7][C:8]([O:15][CH2:16][C:17]2[CH:22]=[CH:21][CH:20]=[CH:19][CH:18]=2)=[C:9]([CH:14]=1)[C:10]([O:12]C)=[O:11]. Product: [Br:4][C:5]1[C:6]([CH3:23])=[CH:7][C:8]([O:15][CH2:16][C:17]2[CH:22]=[CH:21][CH:20]=[CH:19][CH:18]=2)=[C:9]([CH:14]=1)[C:10]([OH:12])=[O:11]. The catalyst class is: 7. (5) Reactant: C([O:3][C:4]([C@@H:6]1[CH2:11][CH2:10][CH2:9][N:8]([CH:12]2[CH2:17][CH2:16][N:15]([C:18]([C:20]3[C:21]4[C:26]([CH:27]=[C:28]5[C:33]=3[CH:32]=[CH:31][CH:30]=[CH:29]5)=[CH:25][CH:24]=[CH:23][CH:22]=4)=[O:19])[CH2:14][CH2:13]2)[CH2:7]1)=[O:5])C.Cl. Product: [CH:32]1[C:33]2[C:28](=[CH:27][C:26]3[C:21]([C:20]=2[C:18]([N:15]2[CH2:14][CH2:13][CH:12]([N:8]4[CH2:9][CH2:10][CH2:11][C@@H:6]([C:4]([OH:5])=[O:3])[CH2:7]4)[CH2:17][CH2:16]2)=[O:19])=[CH:22][CH:23]=[CH:24][CH:25]=3)[CH:29]=[CH:30][CH:31]=1. The catalyst class is: 12. (6) Product: [C:46]([C:44]1[O:43][N:42]=[C:41]([NH:40][C:39]([NH:3][CH2:4][C:5]2[CH:6]=[CH:7][C:8]([C:11]3[N:15]4[CH:16]=[CH:17][C:18]([C:20]5[CH:21]=[CH:22][C:23]([C:26]([N:28]6[CH2:33][CH2:32][N:31]([CH3:34])[CH2:30][CH2:29]6)=[O:27])=[CH:24][CH:25]=5)=[CH:19][C:14]4=[N:13][CH:12]=3)=[CH:9][CH:10]=2)=[O:38])[CH:45]=1)([CH3:49])([CH3:47])[CH3:48]. Reactant: Cl.Cl.[NH2:3][CH2:4][C:5]1[CH:10]=[CH:9][C:8]([C:11]2[N:15]3[CH:16]=[CH:17][C:18]([C:20]4[CH:25]=[CH:24][C:23]([C:26]([N:28]5[CH2:33][CH2:32][N:31]([CH3:34])[CH2:30][CH2:29]5)=[O:27])=[CH:22][CH:21]=4)=[CH:19][C:14]3=[N:13][CH:12]=2)=[CH:7][CH:6]=1.ClC(Cl)(Cl)C[O:38][C:39](=O)[NH:40][C:41]1[CH:45]=[C:44]([C:46]([CH3:49])([CH3:48])[CH3:47])[O:43][N:42]=1.C(N(CC)CC)C. The catalyst class is: 16. (7) Reactant: CC([O-])(C)C.[K+].Br[C:8]1[C:17]2[CH2:16][CH2:15][CH2:14][CH2:13][C:12]=2[C:11]([O:18][CH3:19])=[N:10][CH:9]=1.[NH2:20][C:21]1[CH:22]=[C:23]([CH:29]=[CH:30][CH:31]=1)[C:24]([O:26][CH2:27][CH3:28])=[O:25].C(P(C1C=CC=CC=1C1C=CC=CC=1)C(C)(C)C)(C)(C)C. Product: [CH3:19][O:18][C:11]1[C:12]2[CH2:13][CH2:14][CH2:15][CH2:16][C:17]=2[C:8]([NH:20][C:21]2[CH:22]=[C:23]([CH:29]=[CH:30][CH:31]=2)[C:24]([O:26][CH2:27][CH3:28])=[O:25])=[CH:9][N:10]=1. The catalyst class is: 11. (8) Reactant: [NH2:1][C:2]([C:14]1[CH:19]=[C:18]([Br:20])[CH:17]=[CH:16][C:15]=1[F:21])([CH3:13])[C:3]([C:6]1([OH:12])[CH2:11][CH2:10][O:9][CH2:8][CH2:7]1)([F:5])[F:4].Br[C:23]#[N:24]. Product: [Br:20][C:18]1[CH:17]=[CH:16][C:15]([F:21])=[C:14]([C:2]2([CH3:13])[C:3]([F:5])([F:4])[C:6]3([CH2:7][CH2:8][O:9][CH2:10][CH2:11]3)[O:12][C:23]([NH2:24])=[N:1]2)[CH:19]=1. The catalyst class is: 351. (9) Reactant: [F:1][C:2]1([F:13])[O:6][C:5]2[CH:7]=[CH:8][C:9]([CH:11]=[O:12])=[CH:10][C:4]=2[O:3]1.[BH4-].[Na+].O. Product: [F:13][C:2]1([F:1])[O:6][C:5]2[CH:7]=[CH:8][C:9]([CH2:11][OH:12])=[CH:10][C:4]=2[O:3]1. The catalyst class is: 8.